From a dataset of NCI-60 drug combinations with 297,098 pairs across 59 cell lines. Regression. Given two drug SMILES strings and cell line genomic features, predict the synergy score measuring deviation from expected non-interaction effect. (1) Drug 1: CC12CCC(CC1=CCC3C2CCC4(C3CC=C4C5=CN=CC=C5)C)O. Drug 2: CCC1=C2CN3C(=CC4=C(C3=O)COC(=O)C4(CC)O)C2=NC5=C1C=C(C=C5)O. Cell line: SK-OV-3. Synergy scores: CSS=11.4, Synergy_ZIP=0.453, Synergy_Bliss=1.58, Synergy_Loewe=-22.9, Synergy_HSA=1.33. (2) Drug 1: CC1C(C(CC(O1)OC2CC(OC(C2O)C)OC3=CC4=CC5=C(C(=O)C(C(C5)C(C(=O)C(C(C)O)O)OC)OC6CC(C(C(O6)C)O)OC7CC(C(C(O7)C)O)OC8CC(C(C(O8)C)O)(C)O)C(=C4C(=C3C)O)O)O)O. Drug 2: C1CNP(=O)(OC1)N(CCCl)CCCl. Cell line: NCI-H226. Synergy scores: CSS=22.4, Synergy_ZIP=0.430, Synergy_Bliss=-0.895, Synergy_Loewe=-22.4, Synergy_HSA=-0.599.